From a dataset of Peptide-MHC class I binding affinity with 185,985 pairs from IEDB/IMGT. Regression. Given a peptide amino acid sequence and an MHC pseudo amino acid sequence, predict their binding affinity value. This is MHC class I binding data. (1) The peptide sequence is QQYHRFGLY. The MHC is HLA-B35:01 with pseudo-sequence HLA-B35:01. The binding affinity (normalized) is 0.393. (2) The peptide sequence is FVIDNVHTW. The MHC is HLA-B58:01 with pseudo-sequence HLA-B58:01. The binding affinity (normalized) is 0.734. (3) The peptide sequence is YFVKYPNL. The MHC is H-2-Db with pseudo-sequence H-2-Db. The binding affinity (normalized) is 0.0324. (4) The peptide sequence is TPREAPYEL. The MHC is HLA-B46:01 with pseudo-sequence HLA-B46:01. The binding affinity (normalized) is 0.0847. (5) The peptide sequence is TWLPVLLGSF. The MHC is HLA-A23:01 with pseudo-sequence HLA-A23:01. The binding affinity (normalized) is 0.829. (6) The peptide sequence is RYPIDPFLL. The MHC is HLA-A24:03 with pseudo-sequence HLA-A24:03. The binding affinity (normalized) is 0.837. (7) The peptide sequence is AIDDFCLFA. The MHC is HLA-A80:01 with pseudo-sequence HLA-A80:01. The binding affinity (normalized) is 0.0847. (8) The peptide sequence is WAPEGDIRL. The MHC is HLA-B58:01 with pseudo-sequence HLA-B58:01. The binding affinity (normalized) is 0.0847. (9) The peptide sequence is YLFFFLHWL. The MHC is HLA-A68:02 with pseudo-sequence HLA-A68:02. The binding affinity (normalized) is 0.0842.